From a dataset of Retrosynthesis with 50K atom-mapped reactions and 10 reaction types from USPTO. Predict the reactants needed to synthesize the given product. (1) The reactants are: CS(=O)(=O)Cl.O=C1O[C@@H](CO)CN1c1ccc2c(c1)CCN(C1CCC1)CC2. Given the product CS(=O)(=O)OC[C@H]1CN(c2ccc3c(c2)CCN(C2CCC2)CC3)C(=O)O1, predict the reactants needed to synthesize it. (2) Given the product CC(C)c1ccc(CCNc2ncnc3c(F)cccc23)cc1, predict the reactants needed to synthesize it. The reactants are: CC(C)c1ccc(CCN)cc1.Fc1cccc2c(Cl)ncnc12. (3) Given the product CC(C)(C)OC(=O)N[C@H](COS(C)(=O)=O)CC1(F)CCCCC1, predict the reactants needed to synthesize it. The reactants are: CC(C)(C)OC(=O)N[C@H](CO)CC1(F)CCCCC1.CS(=O)(=O)Cl. (4) Given the product Cc1ccccc1-c1cc2cc(O)c(Cl)c(Cl)c2s1, predict the reactants needed to synthesize it. The reactants are: COc1cc2cc(-c3ccccc3C)sc2c(Cl)c1Cl. (5) Given the product Nc1nccc(Oc2ccc3c(C(=O)Nc4cccc(C(F)(F)F)c4)cccc3c2)n1, predict the reactants needed to synthesize it. The reactants are: Nc1nc(Cl)cc(Oc2ccc3c(C(=O)Nc4cccc(C(F)(F)F)c4)cccc3c2)n1. (6) Given the product O=[N+]([O-])c1ccc(NCCc2ccccc2)cc1, predict the reactants needed to synthesize it. The reactants are: NCCc1ccccc1.O=[N+]([O-])c1ccc(Cl)cc1. (7) The reactants are: COC(=O)Cc1ccc(C#N)c2ccccc12. Given the product N#Cc1ccc(CC(=O)O)c2ccccc12, predict the reactants needed to synthesize it.